This data is from Catalyst prediction with 721,799 reactions and 888 catalyst types from USPTO. The task is: Predict which catalyst facilitates the given reaction. (1) Reactant: [O:1]1[CH:5]=[CH:4][CH:3]=[C:2]1[C:6]1[N:11]=[C:10]2[NH:12][N:13]=[CH:14][C:9]2=[CH:8][C:7]=1[C:15]1[CH:20]=[CH:19][N:18]=[C:17](S(C)(=O)=O)[N:16]=1.[H-].[Na+].Cl.[CH2:28]([OH:30])[CH3:29]. Product: [CH2:28]([O:30][C:17]1[N:16]=[C:15]([C:7]2[CH:8]=[C:9]3[CH:14]=[N:13][NH:12][C:10]3=[N:11][C:6]=2[C:2]2[O:1][CH:5]=[CH:4][CH:3]=2)[CH:20]=[CH:19][N:18]=1)[CH3:29]. The catalyst class is: 6. (2) Reactant: [S:1]1[CH:5]=[CH:4][N:3]=[C:2]1[NH2:6].C([Mg]Cl)(C)C.[CH:12]([C:15]1[NH:19][N:18]=[C:17]([NH:20][C:21]2[C:22]3[CH2:38][CH2:37][CH2:36][C:23]=3[N:24]=[C:25]([N:27]3[CH2:31][CH2:30][CH2:29][C@H:28]3[C:32](OC)=[O:33])[N:26]=2)[CH:16]=1)([CH3:14])[CH3:13]. Product: [CH:12]([C:15]1[NH:19][N:18]=[C:17]([NH:20][C:21]2[C:22]3[CH2:38][CH2:37][CH2:36][C:23]=3[N:24]=[C:25]([N:27]3[CH2:31][CH2:30][CH2:29][C@H:28]3[C:32]([NH:6][C:2]3[S:1][CH:5]=[CH:4][N:3]=3)=[O:33])[N:26]=2)[CH:16]=1)([CH3:14])[CH3:13]. The catalyst class is: 1. (3) Reactant: Br[C:2]1[CH:11]=[C:10]2[C:5]([C:6]([N:13]3[CH2:17][CH2:16][CH2:15][CH2:14]3)=[N:7][C:8]([CH3:12])=[N:9]2)=[CH:4][CH:3]=1.C(=O)([O-])[O-].[Cs+].[Cs+].N[C@@H]1CCCC[C@H]1N.[O:32]1[CH:36]=[CH:35][CH:34]=[C:33]1[C:37]([NH2:39])=[O:38]. Product: [CH3:12][C:8]1[N:7]=[C:6]([N:13]2[CH2:17][CH2:16][CH2:15][CH2:14]2)[C:5]2[C:10](=[CH:11][C:2]([NH:39][C:37]([C:33]3[O:32][CH:36]=[CH:35][CH:34]=3)=[O:38])=[CH:3][CH:4]=2)[N:9]=1. The catalyst class is: 185. (4) Reactant: [F:1][C:2]([F:29])([F:28])[C:3]([NH:5][C:6]1[CH:11]=[CH:10][C:9]([CH2:12][CH2:13][C:14](=[O:27])[C:15]2[CH:20]=[CH:19][C:18]([N:21]3[CH2:26][CH2:25][NH:24][CH2:23][CH2:22]3)=[CH:17][CH:16]=2)=[CH:8][CH:7]=1)=[O:4].[CH3:30][S:31](Cl)(=[O:33])=[O:32].C(N(CC)CC)C. Product: [F:29][C:2]([F:28])([F:1])[C:3]([NH:5][C:6]1[CH:7]=[CH:8][C:9]([CH2:12][CH2:13][C:14]([C:15]2[CH:20]=[CH:19][C:18]([N:21]3[CH2:26][CH2:25][N:24]([S:31]([CH3:30])(=[O:33])=[O:32])[CH2:23][CH2:22]3)=[CH:17][CH:16]=2)=[O:27])=[CH:10][CH:11]=1)=[O:4]. The catalyst class is: 9. (5) Reactant: Br[C:2]1[CH:3]=[CH:4][C:5]([N:8]2[CH2:13][CH2:12][CH:11]([CH2:14][CH2:15][NH:16][C:17](=[O:21])[O:18][CH2:19][CH3:20])[CH2:10][CH2:9]2)=[N:6][CH:7]=1.O[C:23]([C:26](O)(C)C)([CH3:25])[CH3:24].CC(C)=CB([O-])[O-].C(=O)([O-])[O-].[Cs+].[Cs+].O1CCCC1. Product: [CH3:25][C:23]([CH3:26])=[CH:24][C:2]1[CH:3]=[CH:4][C:5]([N:8]2[CH2:13][CH2:12][CH:11]([CH2:14][CH2:15][NH:16][C:17](=[O:21])[O:18][CH2:19][CH3:20])[CH2:10][CH2:9]2)=[N:6][CH:7]=1. The catalyst class is: 6. (6) Reactant: [H-].[Na+].[CH2:3]([P:10](=[O:15])([O:13][CH3:14])[O:11][CH3:12])[P:4](=[O:9])([O:7][CH3:8])[O:5][CH3:6].[N+:16]([C:19]1[CH:26]=[CH:25][C:22]([CH2:23]Br)=[CH:21][CH:20]=1)([O-:18])=[O:17]. Product: [CH3:14][O:13][P:10]([CH:3]([P:4](=[O:9])([O:7][CH3:8])[O:5][CH3:6])[CH2:23][C:22]1[CH:25]=[CH:26][C:19]([N+:16]([O-:18])=[O:17])=[CH:20][CH:21]=1)([O:11][CH3:12])=[O:15]. The catalyst class is: 198. (7) Reactant: Cl[C:2]1[C:11]([C:12]([OH:14])=[O:13])=[CH:10][C:9]2[C:4](=[CH:5][CH:6]=[C:7]([Cl:15])[CH:8]=2)[N:3]=1.[CH:16]1[CH:21]=[CH:20][C:19]([C@@H:22]([NH2:25])[CH2:23][OH:24])=[CH:18][CH:17]=1.C(Cl)(Cl)Cl. Product: [Cl:15][C:7]1[CH:8]=[C:9]2[C:4](=[CH:5][CH:6]=1)[N:3]=[C:2]([NH:25][C@H:22]([C:19]1[CH:20]=[CH:21][CH:16]=[CH:17][CH:18]=1)[CH2:23][OH:24])[C:11]([C:12]([OH:14])=[O:13])=[CH:10]2. The catalyst class is: 5. (8) Reactant: [Cl-].O[NH3+:3].[C:4](=[O:7])([O-])[OH:5].[Na+].CS(C)=O.[CH2:13]([C:17]1[N:18]([CH2:32][C:33]2[CH:38]=[CH:37][C:36]([C:39]3[C:40]([C:45]#[N:46])=[CH:41][CH:42]=[CH:43][CH:44]=3)=[CH:35][C:34]=2[F:47])[C:19](=[O:31])[C:20]([C:24]2[CH:29]=[CH:28][C:27]([F:30])=[CH:26][CH:25]=2)=[C:21]([CH3:23])[N:22]=1)[CH2:14][CH2:15][CH3:16]. Product: [CH2:13]([C:17]1[N:18]([CH2:32][C:33]2[CH:38]=[CH:37][C:36]([C:39]3[CH:44]=[CH:43][CH:42]=[CH:41][C:40]=3[C:45]3[NH:3][C:4](=[O:7])[O:5][N:46]=3)=[CH:35][C:34]=2[F:47])[C:19](=[O:31])[C:20]([C:24]2[CH:25]=[CH:26][C:27]([F:30])=[CH:28][CH:29]=2)=[C:21]([CH3:23])[N:22]=1)[CH2:14][CH2:15][CH3:16]. The catalyst class is: 6. (9) The catalyst class is: 1. Reactant: [H-].[H-].[H-].[H-].[Li+].[Al+3].F[C:8]1[C:13]([N:14]2[CH2:19][CH2:18][N:17]([CH3:20])[CH2:16][CH2:15]2)=[CH:12][CH:11]=[C:10]([N+:21]([O-])=O)[C:9]=1[NH2:24].O.[OH-].[Na+]. Product: [CH:20]1([N:17]2[CH2:18][CH2:19][N:14]([C:13]3[CH:8]=[C:9]([NH2:24])[C:10]([NH2:21])=[CH:11][CH:12]=3)[CH2:15][CH2:16]2)[CH2:10][CH2:9][CH2:8][CH2:13]1. (10) Reactant: [OH:1][C:2]1[N:6]([CH3:7])[N:5]=[C:4]([C:8]([F:11])([F:10])[F:9])[CH:3]=1.[C:12](=O)([O-])[O-:13].[K+].[K+].C=O.Br[CH2:21][C:22]([O:24][CH2:25][CH3:26])=[O:23]. Product: [CH2:25]([O:24][C:22]([CH2:21][O:1][C:2]1[N:6]([CH3:7])[N:5]=[C:4]([C:8]([F:11])([F:10])[F:9])[C:3]=1[CH2:12][OH:13])=[O:23])[CH3:26]. The catalyst class is: 384.